From a dataset of Forward reaction prediction with 1.9M reactions from USPTO patents (1976-2016). Predict the product of the given reaction. (1) Given the reactants [CH3:1][N:2]([S:15]([C:18]1[S:19][CH:20]=[CH:21][CH:22]=1)(=[O:17])=[O:16])[C:3]1[CH:4]=[CH:5][CH:6]=[C:7]2[C:11]=1[NH:10][C:9]([C:12](O)=[O:13])=[CH:8]2.[NH2:23][CH2:24][C:25]1([S:38][CH2:39][C:40]2[CH:45]=[CH:44][CH:43]=[CH:42][CH:41]=2)[CH2:30][CH2:29][N:28]([C:31]([O:33][C:34]([CH3:37])([CH3:36])[CH3:35])=[O:32])[CH2:27][CH2:26]1.N1(O)C2C=CC=CC=2N=N1.Cl.CN(C)CCCN=C=NCC.C(=O)([O-])O.[Na+], predict the reaction product. The product is: [CH2:39]([S:38][C:25]1([CH2:24][NH:23][C:12]([C:9]2[NH:10][C:11]3[C:7]([CH:8]=2)=[CH:6][CH:5]=[CH:4][C:3]=3[N:2]([CH3:1])[S:15]([C:18]2[S:19][CH:20]=[CH:21][CH:22]=2)(=[O:16])=[O:17])=[O:13])[CH2:26][CH2:27][N:28]([C:31]([O:33][C:34]([CH3:37])([CH3:36])[CH3:35])=[O:32])[CH2:29][CH2:30]1)[C:40]1[CH:41]=[CH:42][CH:43]=[CH:44][CH:45]=1. (2) Given the reactants C(=O)(O)[O-].[Na+].Br[CH2:7][C:8](=O)[C:9]([O:11][CH2:12][CH3:13])=[O:10].[C:15]([NH2:25])(=[O:24])[CH:16]=[CH:17][C:18]1[CH:23]=[CH:22][CH:21]=[CH:20][CH:19]=1.FC(F)(F)C(OC(=O)C(F)(F)F)=O, predict the reaction product. The product is: [C:18]1(/[CH:17]=[CH:16]/[C:15]2[O:24][CH:7]=[C:8]([C:9]([O:11][CH2:12][CH3:13])=[O:10])[N:25]=2)[CH:23]=[CH:22][CH:21]=[CH:20][CH:19]=1. (3) Given the reactants [F:1][C:2]([F:22])([F:21])[O:3][C:4]1[CH:9]=[CH:8][C:7]([N:10]2[CH2:14][CH2:13][C:12]3([CH2:19][CH2:18][NH:17][CH2:16][CH2:15]3)[C:11]2=[O:20])=[CH:6][CH:5]=1.O=C(Cl)[O:25][C:26](Cl)(Cl)Cl.[CH:31]([NH2:34])([CH3:33])[CH3:32], predict the reaction product. The product is: [CH:31]([NH:34][C:26]([N:17]1[CH2:16][CH2:15][C:12]2([C:11](=[O:20])[N:10]([C:7]3[CH:8]=[CH:9][C:4]([O:3][C:2]([F:1])([F:21])[F:22])=[CH:5][CH:6]=3)[CH2:14][CH2:13]2)[CH2:19][CH2:18]1)=[O:25])([CH3:33])[CH3:32]. (4) Given the reactants Br[C:2]1[C:3]([C:20]#[N:21])=[N:4][N:5]([CH2:17][CH2:18][CH3:19])[C:6]=1[CH2:7][CH2:8][NH:9][C:10](=[O:16])[O:11][C:12]([CH3:15])([CH3:14])[CH3:13].Cl.[NH2:23][C:24]1[CH:29]=[CH:28][CH:27]=[CH:26][C:25]=1B(O)O.C1(P(C2C=CC=CC=2)C2C=CC=CC=2)C=CC=CC=1.C(=O)([O-])[O-].[Na+].[Na+], predict the reaction product. The product is: [NH2:21][C:20]1[C:3]2=[N:4][N:5]([CH2:17][CH2:18][CH3:19])[C:6]([CH2:7][CH2:8][NH:9][C:10](=[O:16])[O:11][C:12]([CH3:13])([CH3:15])[CH3:14])=[C:2]2[C:25]2[CH:26]=[CH:27][CH:28]=[CH:29][C:24]=2[N:23]=1. (5) Given the reactants C1(NC2N3N=CC(C=O)=C3N=C([C:16]3[S:20][C:19]([C:21](O)=[O:22])=[CH:18][CH:17]=3)C=2)CC1.CCN=C=NCCCN(C)C.CCN(CC)CC.C1C=CC2N(O)N=NC=2C=1.[CH3:52][O:53][CH2:54][CH2:55][CH2:56][NH2:57], predict the reaction product. The product is: [CH3:52][O:53][CH2:54][CH2:55][CH2:56][NH:57][C:21]([C:19]1[S:20][CH:16]=[CH:17][CH:18]=1)=[O:22]. (6) Given the reactants [CH2:1]([Li])CCC.[Cl:6][C:7]1[N:8]=[C:9]([C:14]([NH:16][C@H:17]2[CH2:22][CH2:21][N:20]([C:23]3[S:24][C:25]([C:30]([O:32][CH2:33][CH3:34])=[O:31])=[C:26]([CH:28]=O)[N:27]=3)[CH2:19][C@H:18]2[O:35][CH3:36])=[O:15])[NH:10][C:11]=1[CH2:12][CH3:13], predict the reaction product. The product is: [Cl:6][C:7]1[N:8]=[C:9]([C:14]([NH:16][C@H:17]2[CH2:22][CH2:21][N:20]([C:23]3[S:24][C:25]([C:30]([O:32][CH2:33][CH3:34])=[O:31])=[C:26]([CH:28]=[CH2:1])[N:27]=3)[CH2:19][C@H:18]2[O:35][CH3:36])=[O:15])[NH:10][C:11]=1[CH2:12][CH3:13]. (7) Given the reactants [CH3:1][C:2]1[O:3][CH:4]=[CH:5][C:6]=1[C:7](=[O:15])[CH2:8][C:9]1[CH:14]=[CH:13][CH:12]=[CH:11][N:10]=1.CO[CH:18](OC)[N:19]([CH3:21])[CH3:20], predict the reaction product. The product is: [CH3:18][N:19]([CH3:21])[CH:20]=[C:8]([C:9]1[CH:14]=[CH:13][CH:12]=[CH:11][N:10]=1)[C:7]([C:6]1[CH:5]=[CH:4][O:3][C:2]=1[CH3:1])=[O:15]. (8) Given the reactants [C:1]([O:5][C:6]([NH:8][C:9]1([C:24]([O:26][CH3:27])=[O:25])[CH2:13][CH2:12][CH:11]([C:14]2[CH:15]=[C:16]3[C:21](=[CH:22][CH:23]=2)[CH:20]=[N:19][CH:18]=[CH:17]3)[CH2:10]1)=[O:7])([CH3:4])([CH3:3])[CH3:2].[H][H], predict the reaction product. The product is: [C:1]([O:5][C:6]([NH:8][C:9]1([C:24]([O:26][CH3:27])=[O:25])[CH2:13][CH2:12][CH:11]([C:14]2[CH:15]=[C:16]3[C:21](=[CH:22][CH:23]=2)[CH2:20][NH:19][CH2:18][CH2:17]3)[CH2:10]1)=[O:7])([CH3:4])([CH3:3])[CH3:2].